Dataset: Blood-brain barrier permeability classification from the B3DB database. Task: Regression/Classification. Given a drug SMILES string, predict its absorption, distribution, metabolism, or excretion properties. Task type varies by dataset: regression for continuous measurements (e.g., permeability, clearance, half-life) or binary classification for categorical outcomes (e.g., BBB penetration, CYP inhibition). Dataset: b3db_classification. The compound is Cc1c(F)c(=O)n(-c2ccccc2)n1C. The result is 1 (penetrates BBB).